From a dataset of Full USPTO retrosynthesis dataset with 1.9M reactions from patents (1976-2016). Predict the reactants needed to synthesize the given product. (1) Given the product [Br:18][C:7]1[CH:8]=[C:9]([F:10])[C:2]([F:1])=[C:3]([CH:6]=1)[CH:4]=[O:5], predict the reactants needed to synthesize it. The reactants are: [F:1][C:2]1[C:9]([F:10])=[CH:8][CH:7]=[CH:6][C:3]=1[CH:4]=[O:5].C1C(=O)N([Br:18])C(=O)C1. (2) Given the product [Cl:1][C:2]1[N:7]=[C:6]([N:17]([C:16]2[CH:18]=[CH:19][C:20]3[O:21][CH2:22][CH2:12][O:13][C:14]=3[CH:15]=2)[CH3:24])[C:5]([F:9])=[CH:4][N:3]=1, predict the reactants needed to synthesize it. The reactants are: [Cl:1][C:2]1[N:7]=[C:6](Cl)[C:5]([F:9])=[CH:4][N:3]=1.N#N.[CH2:12]1[CH2:22][O:21][C:20]2[CH:19]=[CH:18][C:16]([NH2:17])=[CH:15][C:14]=2[O:13]1.Cl.[CH3:24]O. (3) Given the product [CH2:16]([O:10][C:9](=[O:11])[CH2:8][C:4]1[CH:5]=[CH:6][CH:7]=[C:2]([OH:1])[CH:3]=1)[CH3:17], predict the reactants needed to synthesize it. The reactants are: [OH:1][C:2]1[CH:3]=[C:4]([CH2:8][C:9]([OH:11])=[O:10])[CH:5]=[CH:6][CH:7]=1.S(Cl)(Cl)=O.[CH3:16][CH2:17]O. (4) Given the product [I:16][C:14]1[N:13]=[C:12]([CH3:17])[N:11]([CH2:10][CH2:9][NH2:8])[CH:15]=1.[ClH:1], predict the reactants needed to synthesize it. The reactants are: [ClH:1].C(OC(=O)[NH:8][CH2:9][CH2:10][N:11]1[CH:15]=[C:14]([I:16])[N:13]=[C:12]1[CH3:17])(C)(C)C. (5) Given the product [CH3:20][CH:19]([CH3:21])[CH:7]([C:4]1[CH:5]=[CH:6][N:1]=[CH:2][CH:3]=1)[NH2:11], predict the reactants needed to synthesize it. The reactants are: [N:1]1[CH:6]=[CH:5][C:4]([CH:7]=O)=[CH:3][CH:2]=1.C[Si](C)(C)[N-:11][Si](C)(C)C.[Li+].[CH:19]([Mg]Br)([CH3:21])[CH3:20].Cl. (6) Given the product [CH3:16][O:15][C:9]1[C:8](=[O:17])[C:7]([C:18]([OH:20])=[O:19])=[CH:6][N:5]2[C:10]=1[C:11](=[O:13])[N:39]1[C@@H:3]([O:21][CH2:22][CH2:38][C@H:37]1[CH3:23])[CH2:4]2, predict the reactants needed to synthesize it. The reactants are: CO[CH:3]([O:21][CH3:22])[CH2:4][N:5]1[C:10]([C:11]([O:13]C)=O)=[C:9]([O:15][CH3:16])[C:8](=[O:17])[C:7]([C:18]([OH:20])=[O:19])=[CH:6]1.[C:23](O)(=O)C.CS(O)(=O)=O.C([O-])(=O)C.[Na+].[C:37](#[N:39])[CH3:38]. (7) Given the product [CH2:24]([N:3]([CH2:1][CH3:2])[C:4](=[O:23])[C:5]1[CH:6]=[CH:7][C:8]([C:11]([C:12]2[CH:13]=[CH:14][CH:15]=[C:16]3[C:21]=2[N:20]=[CH:19][CH:18]=[CH:17]3)=[O:22])=[CH:9][CH:10]=1)[CH3:25], predict the reactants needed to synthesize it. The reactants are: [CH2:1]([N:3]([CH2:24][CH3:25])[C:4](=[O:23])[C:5]1[CH:10]=[CH:9][C:8]([CH:11]([OH:22])[C:12]2[CH:13]=[CH:14][CH:15]=[C:16]3[C:21]=2[N:20]=[CH:19][CH:18]=[CH:17]3)=[CH:7][CH:6]=1)[CH3:2].[Cr](O[Cr]([O-])(=O)=O)([O-])(=O)=O.[NH+]1C=CC=CC=1.[NH+]1C=CC=CC=1. (8) Given the product [F:1][C:2]([F:30])([F:29])[C:3]1[CH:4]=[C:5]([C@H:13]2[O:17][C:16](=[O:18])[N:15]([CH2:19][C:20]3[CH:25]=[CH:24][C:23]([F:26])=[CH:22][C:21]=3[C:35]3[CH:36]=[C:37]([CH:38]([CH3:40])[CH3:39])[C:32]([F:31])=[CH:33][C:34]=3[O:44][CH3:45])[C@H:14]2[CH3:28])[CH:6]=[C:7]([C:9]([F:12])([F:11])[F:10])[CH:8]=1, predict the reactants needed to synthesize it. The reactants are: [F:1][C:2]([F:30])([F:29])[C:3]1[CH:4]=[C:5]([C@H:13]2[O:17][C:16](=[O:18])[N:15]([CH2:19][C:20]3[CH:25]=[CH:24][C:23]([F:26])=[CH:22][C:21]=3Cl)[C@H:14]2[CH3:28])[CH:6]=[C:7]([C:9]([F:12])([F:11])[F:10])[CH:8]=1.[F:31][C:32]1[C:37]([CH:38]([CH3:40])[CH3:39])=[CH:36][C:35](B(O)O)=[C:34]([O:44][CH3:45])[CH:33]=1.[OH-].[K+].C(P(C(C)(C)C)C(C)(C)C)(C)(C)C.N#N. (9) The reactants are: [Br:1][C:2]1[CH:3]=[C:4]2[C:9](=[CH:10][CH:11]=1)[N:8]=[CH:7][CH:6]=[C:5]2Cl.[S-2:13].[Na+].[Na+].CN(C)C=O.Cl. Given the product [Br:1][C:2]1[CH:3]=[C:4]2[C:9](=[CH:10][CH:11]=1)[N:8]=[CH:7][CH:6]=[C:5]2[SH:13], predict the reactants needed to synthesize it. (10) Given the product [CH3:28][C:23]1([CH3:29])[C:24]([CH3:27])([CH3:26])[O:25][B:21]([C:2]2[CH:7]=[CH:6][C:5]([C:8]3[CH:13]=[CH:12][CH:11]=[CH:10][C:9]=3[NH:14][S:15]([CH:18]([CH3:20])[CH3:19])(=[O:17])=[O:16])=[CH:4][CH:3]=2)[O:22]1, predict the reactants needed to synthesize it. The reactants are: Br[C:2]1[CH:7]=[CH:6][C:5]([C:8]2[CH:13]=[CH:12][CH:11]=[CH:10][C:9]=2[NH:14][S:15]([CH:18]([CH3:20])[CH3:19])(=[O:17])=[O:16])=[CH:4][CH:3]=1.[B:21]1([B:21]2[O:25][C:24]([CH3:27])([CH3:26])[C:23]([CH3:29])([CH3:28])[O:22]2)[O:25][C:24]([CH3:27])([CH3:26])[C:23]([CH3:29])([CH3:28])[O:22]1.ClCCl.C([O-])(=O)C.[K+].